Dataset: Full USPTO retrosynthesis dataset with 1.9M reactions from patents (1976-2016). Task: Predict the reactants needed to synthesize the given product. (1) Given the product [F:26][C@H:27]([CH3:30])[CH2:28][O:29][C:2]1[CH:13]=[CH:12][C:5]([C:6]([O:8][CH:9]([CH3:11])[CH3:10])=[O:7])=[C:4]([C:14]([F:17])([F:16])[F:15])[CH:3]=1, predict the reactants needed to synthesize it. The reactants are: F[C:2]1[CH:13]=[CH:12][C:5]([C:6]([O:8][CH:9]([CH3:11])[CH3:10])=[O:7])=[C:4]([C:14]([F:17])([F:16])[F:15])[CH:3]=1.CN1CCN(C)C1=O.[F:26][C@H:27]([CH3:30])[CH2:28][OH:29].C(=O)([O-])[O-].[Cs+].[Cs+]. (2) Given the product [F:20][C:15]1[CH:14]=[C:13]([C:4]2[CH:3]=[C:2]([C:22]3[CH:27]=[CH:26][C:25]([CH3:28])=[CH:24][CH:23]=3)[C:11]3[C:6](=[CH:7][CH:8]=[C:9]([OH:12])[CH:10]=3)[N:5]=2)[CH:18]=[CH:17][C:16]=1[OH:19], predict the reactants needed to synthesize it. The reactants are: Br[C:2]1[C:11]2[C:6](=[CH:7][CH:8]=[C:9]([OH:12])[CH:10]=2)[N:5]=[C:4]([C:13]2[CH:18]=[CH:17][C:16]([OH:19])=[C:15]([F:20])[CH:14]=2)[CH:3]=1.B(O)(O)[C:22]1[CH:23]=[CH:24][C:25]([CH3:28])=[CH:26][CH:27]=1. (3) Given the product [Br:15][C:12]1[CH:13]=[CH:14][C:9]([NH:8][C:5](=[O:7])[CH3:6])=[N:10][CH:11]=1, predict the reactants needed to synthesize it. The reactants are: C(O[C:5](=[O:7])[CH3:6])(=O)C.[NH2:8][C:9]1[CH:14]=[CH:13][C:12]([Br:15])=[CH:11][N:10]=1.O. (4) Given the product [NH3:4].[CH3:39][C:35]1[CH:34]=[CH:33][C:32]([N:40]2[CH2:41][CH2:42][N:43]([CH3:46])[CH2:44][CH2:45]2)=[C:31]2[C:36]=1[CH2:37][CH2:38][C@@H:29]([NH:28][C:11](=[O:13])[C:10]1[CH:9]=[CH:8][C:7]([N:4]3[CH2:3][CH2:2][O:1][CH2:6][CH2:5]3)=[CH:15][CH:14]=1)[CH2:30]2, predict the reactants needed to synthesize it. The reactants are: [O:1]1[CH2:6][CH2:5][N:4]([C:7]2[CH:15]=[CH:14][C:10]([C:11]([OH:13])=O)=[CH:9][CH:8]=2)[CH2:3][CH2:2]1.C(N1C=CN=C1)(N1C=CN=C1)=O.[NH2:28][C@@H:29]1[CH2:38][CH2:37][C:36]2[C:31](=[C:32]([N:40]3[CH2:45][CH2:44][N:43]([CH3:46])[CH2:42][CH2:41]3)[CH:33]=[CH:34][C:35]=2[CH3:39])[CH2:30]1. (5) Given the product [CH2:18]([O:17][CH2:16][CH2:15][N:7]1[C:6]([C:4]([OH:5])=[O:3])=[CH:10][C:9]([C:11]([CH3:14])([CH3:13])[CH3:12])=[N:8]1)[C:19]1[CH:20]=[CH:21][CH:22]=[CH:23][CH:24]=1, predict the reactants needed to synthesize it. The reactants are: C([O:3][C:4]([C:6]1[N:7]([CH2:15][CH2:16][O:17][CH2:18][C:19]2[CH:24]=[CH:23][CH:22]=[CH:21][CH:20]=2)[N:8]=[C:9]([C:11]([CH3:14])([CH3:13])[CH3:12])[CH:10]=1)=[O:5])C.[OH-].[Na+]. (6) Given the product [F:1][C:2]1[CH:37]=[CH:36][C:5]([CH2:6][NH:7][C:8]([C:10]2[N:11]=[C:12]3[C:17]4([CH2:21][CH2:20][NH:19][CH2:18]4)[O:16][CH2:15][CH2:14][N:13]3[C:32](=[O:35])[C:33]=2[OH:34])=[O:9])=[CH:4][CH:3]=1, predict the reactants needed to synthesize it. The reactants are: [F:1][C:2]1[CH:37]=[CH:36][C:5]([CH2:6][NH:7][C:8]([C:10]2[N:11]=[C:12]3[C:17]4([CH2:21][CH2:20][N:19](C(OCC5C=CC=CC=5)=O)[CH2:18]4)[O:16][CH2:15][CH2:14][N:13]3[C:32](=[O:35])[C:33]=2[OH:34])=[O:9])=[CH:4][CH:3]=1.Br. (7) Given the product [C:38]([NH:42][C:43]([N:26]1[CH2:25][CH:24]=[C:23]([C:21]2[NH:20][C:16]3=[N:17][CH:18]=[CH:19][C:14]([NH:13][C:9]4[CH:8]=[C:7]5[C:12](=[CH:11][CH:10]=4)[NH:4][N:5]=[CH:6]5)=[C:15]3[CH:22]=2)[CH2:28][CH2:27]1)=[O:44])([CH3:41])([CH3:40])[CH3:39], predict the reactants needed to synthesize it. The reactants are: Cl.Cl.Cl.[NH:4]1[C:12]2[C:7](=[CH:8][C:9]([NH:13][C:14]3[CH:19]=[CH:18][N:17]=[C:16]4[NH:20][C:21]([C:23]5[CH2:24][CH2:25][NH:26][CH2:27][CH:28]=5)=[CH:22][C:15]=34)=[CH:10][CH:11]=2)[CH:6]=[N:5]1.C(N(CC)C(C)C)(C)C.[C:38]([N:42]=[C:43]=[O:44])([CH3:41])([CH3:40])[CH3:39]. (8) Given the product [C:1]([C:3]1[C:4]([NH:18][C:19]2[CH:20]=[C:21]([CH:27]=[CH:28][C:29]=2[CH3:30])[C:22]([NH:24][O:25][CH3:26])=[O:23])=[N:5][C:6]([S:16]([CH3:17])=[O:32])=[N:7][C:8]=1[N:9]([CH2:11][C:12]([CH3:13])([CH3:14])[CH3:15])[CH3:10])#[N:2], predict the reactants needed to synthesize it. The reactants are: [C:1]([C:3]1[C:4]([NH:18][C:19]2[CH:20]=[C:21]([CH:27]=[CH:28][C:29]=2[CH3:30])[C:22]([NH:24][O:25][CH3:26])=[O:23])=[N:5][C:6]([S:16][CH3:17])=[N:7][C:8]=1[N:9]([CH2:11][C:12]([CH3:15])([CH3:14])[CH3:13])[CH3:10])#[N:2].I([O-])(=O)(=O)=[O:32].[Na+]. (9) Given the product [CH:1]1([CH2:6][C@H:7]([CH2:11][N:12]([CH:21]=[O:22])[O:13][CH2:14][C:15]2[CH:20]=[CH:19][CH:18]=[CH:17][CH:16]=2)[C:8]([N:34]2[C@H:35]([C:38]([OH:40])=[O:39])[CH2:36][CH2:37][N:33]2[C:31]([O:30][CH2:29][C:23]2[CH:28]=[CH:27][CH:26]=[CH:25][CH:24]=2)=[O:32])=[O:9])[CH2:5][CH2:4][CH2:3][CH2:2]1, predict the reactants needed to synthesize it. The reactants are: [CH:1]1([CH2:6][C@H:7]([CH2:11][N:12]([CH:21]=[O:22])[O:13][CH2:14][C:15]2[CH:20]=[CH:19][CH:18]=[CH:17][CH:16]=2)[C:8](F)=[O:9])[CH2:5][CH2:4][CH2:3][CH2:2]1.[C:23]1([CH2:29][O:30][C:31]([N:33]2[CH2:37][CH2:36][C@@H:35]([C:38]([OH:40])=[O:39])[NH:34]2)=[O:32])[CH:28]=[CH:27][CH:26]=[CH:25][CH:24]=1.CCN(C(C)C)C(C)C.C(OCC)(=O)C.